Task: Predict the product of the given reaction.. Dataset: Forward reaction prediction with 1.9M reactions from USPTO patents (1976-2016) (1) Given the reactants [Br:1][C:2]1[CH:7]=[CH:6][C:5]([Cl:8])=[CH:4][C:3]=1[Cl:9].ClS(O)(=O)=O.[S:15](Cl)(Cl)=O.Cl[C:20]1[N:24]([CH3:25])[N:23]=[C:22]([CH3:26])[C:21]=1[CH:27]=[O:28].C(=O)([O-])[O-].[K+].[K+], predict the reaction product. The product is: [Br:1][C:2]1[C:3]([Cl:9])=[CH:4][C:5]([Cl:8])=[C:6]([S:15][C:20]2[N:24]([CH3:25])[N:23]=[C:22]([CH3:26])[C:21]=2[CH:27]=[O:28])[CH:7]=1. (2) Given the reactants [Cl:1][C:2]1[CH:7]=[CH:6][C:5]([CH:8]2[CH2:13][C:12](=O)[C:11](=[CH:15]N(C)C)[C:10](=[O:19])[CH2:9]2)=[CH:4][CH:3]=1.Cl.[NH2:21][C:22]([NH2:24])=[NH:23].C(=O)([O-])[O-].[Na+].[Na+].O, predict the reaction product. The product is: [NH2:23][C:22]1[N:24]=[CH:15][C:11]2[C:10](=[O:19])[CH2:9][CH:8]([C:5]3[CH:6]=[CH:7][C:2]([Cl:1])=[CH:3][CH:4]=3)[CH2:13][C:12]=2[N:21]=1. (3) Given the reactants [NH2:1][C:2]([O:4][C@@H:5]([C@@H:48]([CH3:53])/[CH:49]=[CH:50]\[CH:51]=[CH2:52])[C@@H:6]([CH3:47])[C@H:7]([O:39][Si](C(C)(C)C)(C)C)[C@@H:8]([CH3:38])[CH2:9]/[C:10](/[CH3:37])=[CH:11]\[C@H:12]([CH3:36])[C@@H:13]([O:28][Si](C(C)(C)C)(C)C)[C@@H:14]([CH3:27])/[CH:15]=[CH:16]\[C:17]([N:19]([CH3:26])[C:20]1[CH:25]=[CH:24][CH:23]=[CH:22][CH:21]=1)=[O:18])=[O:3].Cl.C([O-])(O)=O.[Na+], predict the reaction product. The product is: [NH2:1][C:2]([O:4][C@@H:5]([C@@H:48]([CH3:53])/[CH:49]=[CH:50]\[CH:51]=[CH2:52])[C@@H:6]([CH3:47])[C@H:7]([OH:39])[C@@H:8]([CH3:38])[CH2:9]/[C:10](/[CH3:37])=[CH:11]\[CH:12]([CH3:36])[CH:13]([OH:28])[CH:14]([CH3:27])/[CH:15]=[CH:16]\[C:17]([N:19]([CH3:26])[C:20]1[CH:21]=[CH:22][CH:23]=[CH:24][CH:25]=1)=[O:18])=[O:3]. (4) Given the reactants [CH:1]([C:3]1[CH:4]=[C:5]([C:14]([O:16][CH2:17][CH3:18])=[O:15])[C:6](=[O:13])[N:7]2[C:12]=1[CH:11]=[CH:10][CH:9]=[CH:8]2)=[O:2].ClCCl.[BH4-].[Na+], predict the reaction product. The product is: [OH:2][CH2:1][C:3]1[CH:4]=[C:5]([C:14]([O:16][CH2:17][CH3:18])=[O:15])[C:6](=[O:13])[N:7]2[C:12]=1[CH:11]=[CH:10][CH:9]=[CH:8]2. (5) The product is: [CH3:1][O:2][C:3]1[CH:8]=[C:7]([O:9][CH3:10])[CH:6]=[CH:5][C:4]=1[CH:11]1[N:12]([CH3:18])[CH2:13][CH2:14][C:15]([CH3:17])=[CH:16]1. Given the reactants [CH3:1][O:2][C:3]1[CH:8]=[C:7]([O:9][CH3:10])[CH:6]=[CH:5][C:4]=1[CH:11]1[CH:16]=[C:15]([CH3:17])[CH:14]=[CH:13][N:12]1[CH3:18].[BH4-].[Na+], predict the reaction product. (6) Given the reactants CC(=CC)C.[CH:6]([C:8]12[N:15]([C:16]([O:18][C:19]([CH3:22])([CH3:21])[CH3:20])=[O:17])[CH:12]([CH2:13][CH2:14]1)[CH2:11][O:10][CH2:9]2)=[O:7].CC(=CC)C.C1C[O:31]CC1.[O-]Cl=O.[Na+].Cl, predict the reaction product. The product is: [C:19]([O:18][C:16]([N:15]1[C:8]2([C:6]([OH:31])=[O:7])[CH2:14][CH2:13][CH:12]1[CH2:11][O:10][CH2:9]2)=[O:17])([CH3:22])([CH3:21])[CH3:20]. (7) Given the reactants [CH:1]1([N:4]([CH2:7][C:8]2[CH:13]=[CH:12][C:11]([C:14]#[C:15][C:16]3[CH:21]=[CH:20][C:19]([CH2:22][C:23]([O:25]C)=[O:24])=[CH:18][CH:17]=3)=[CH:10][C:9]=2[CH3:27])[CH2:5][CH3:6])[CH2:3][CH2:2]1.[OH-].[Na+].O.CC#N, predict the reaction product. The product is: [CH:1]1([N:4]([CH2:7][C:8]2[CH:13]=[CH:12][C:11]([C:14]#[C:15][C:16]3[CH:21]=[CH:20][C:19]([CH2:22][C:23]([OH:25])=[O:24])=[CH:18][CH:17]=3)=[CH:10][C:9]=2[CH3:27])[CH2:5][CH3:6])[CH2:2][CH2:3]1. (8) Given the reactants Br[C:2]1[CH:14]=[CH:13][C:12]2[C:11]3[C:6](=[CH:7][CH:8]=[CH:9][CH:10]=3)[C:5]([CH3:16])([CH3:15])[C:4]=2[CH:3]=1.[NH2:17][C:18]1[CH:23]=[CH:22][CH:21]=[CH:20][CH:19]=1.CC(C)([O-])C.[Na+], predict the reaction product. The product is: [CH3:15][C:5]1([CH3:16])[C:4]2[CH:3]=[C:2]([NH:17][C:18]3[CH:23]=[CH:22][CH:21]=[CH:20][CH:19]=3)[CH:14]=[CH:13][C:12]=2[C:11]2[C:6]1=[CH:7][CH:8]=[CH:9][CH:10]=2. (9) Given the reactants [F:1][C:2]1[CH:3]=[C:4]([C:9]2[O:13][N:12]=[C:11]([C:14]3[CH:15]=[N:16][CH:17]=[N:18][CH:19]=3)[N:10]=2)[CH:5]=[CH:6][C:7]=1[F:8].O.[C:21]1([CH3:31])[CH:26]=[CH:25][C:24]([S:27]([OH:30])(=[O:29])=[O:28])=[CH:23][CH:22]=1, predict the reaction product. The product is: [S:27]([C:24]1[CH:25]=[CH:26][C:21]([CH3:31])=[CH:22][CH:23]=1)([OH:30])(=[O:29])=[O:28].[F:1][C:2]1[CH:3]=[C:4]([C:9]2[O:13][N:12]=[C:11]([C:14]3[CH:15]=[N:16][CH:17]=[N:18][CH:19]=3)[N:10]=2)[CH:5]=[CH:6][C:7]=1[F:8]. (10) Given the reactants Cl[Sn]Cl.O.[I:5][C:6]1[CH:11]=[C:10]([CH3:12])[C:9]([N+:13]([O-])=O)=[CH:8][N:7]=1.[OH-].[Na+], predict the reaction product. The product is: [I:5][C:6]1[CH:11]=[C:10]([CH3:12])[C:9]([NH2:13])=[CH:8][N:7]=1.